Dataset: Full USPTO retrosynthesis dataset with 1.9M reactions from patents (1976-2016). Task: Predict the reactants needed to synthesize the given product. Given the product [CH:18]([O:17][CH:11]([CH2:10][C:4]1[CH:5]=[CH:6][C:7]([O:8][CH3:9])=[C:2]([O:1][S:32]([C:30]2[S:31][C:27]([C:25]3[N:26]=[C:22]([CH3:21])[S:23][CH:24]=3)=[CH:28][CH:29]=2)(=[O:33])=[O:34])[CH:3]=1)[C:12]([OH:14])=[O:13])([CH3:19])[CH3:20], predict the reactants needed to synthesize it. The reactants are: [OH:1][C:2]1[CH:3]=[C:4]([CH2:10][CH:11]([O:17][CH:18]([CH3:20])[CH3:19])[C:12]([O:14]CC)=[O:13])[CH:5]=[CH:6][C:7]=1[O:8][CH3:9].[CH3:21][C:22]1[S:23][CH:24]=[C:25]([C:27]2[S:31][C:30]([S:32](Cl)(=[O:34])=[O:33])=[CH:29][CH:28]=2)[N:26]=1.C(N(CC)CC)C.C(OCC)(=O)C.